From a dataset of Full USPTO retrosynthesis dataset with 1.9M reactions from patents (1976-2016). Predict the reactants needed to synthesize the given product. (1) Given the product [Cl:51][C:52]1[CH:57]=[CH:56][C:55]([C@@H:58]2[CH2:63][CH2:62][N:61]([CH2:64][CH:65]([F:66])[F:67])[CH2:60][C@H:59]2[CH2:68][O:69][C:70]2[C:75]([F:76])=[CH:74][C:73]([S:77]([NH:80][C:81]3[S:85][N:84]=[CH:83][N:82]=3)(=[O:79])=[O:78])=[C:72]([F:97])[CH:71]=2)=[CH:54][CH:53]=1, predict the reactants needed to synthesize it. The reactants are: ClC1C=CC([C@@H]2CCN(C(OC(C)(C)C)=O)C[C@H]2COC2C=C(F)C(S(=O)(=O)N(CC3C=CC(OC)=CC=3OC)C3SN=CN=3)=CC=2F)=CC=1.[Cl:51][C:52]1[CH:57]=[CH:56][C:55]([C@@H:58]2[CH2:63][CH2:62][N:61]([CH2:64][CH:65]([F:67])[F:66])[CH2:60][C@H:59]2[CH2:68][O:69][C:70]2[C:75]([F:76])=[CH:74][C:73]([S:77]([N:80](CC3C=CC(OC)=CC=3OC)[C:81]3[S:85][N:84]=[CH:83][N:82]=3)(=[O:79])=[O:78])=[C:72]([F:97])[CH:71]=2)=[CH:54][CH:53]=1. (2) Given the product [C:12]([O:11][C:9](=[O:10])[NH:16][CH:17]1[CH2:22][CH2:21][N:20]([C:2]2[CH:7]=[N:6][CH:5]=[C:4]([Cl:8])[N:3]=2)[CH2:19][CH2:18]1)([CH3:15])([CH3:13])[CH3:14], predict the reactants needed to synthesize it. The reactants are: Cl[C:2]1[CH:7]=[N:6][CH:5]=[C:4]([Cl:8])[N:3]=1.[C:9]([NH:16][CH:17]1[CH2:22][CH2:21][NH:20][CH2:19][CH2:18]1)([O:11][C:12]([CH3:15])([CH3:14])[CH3:13])=[O:10].CCN(CC)CC.